Dataset: Forward reaction prediction with 1.9M reactions from USPTO patents (1976-2016). Task: Predict the product of the given reaction. (1) The product is: [Cl:23][C:12]1[N:13]=[C:14]([N:17]2[CH2:22][CH2:21][O:20][CH2:19][CH2:18]2)[C:15]2[S:16][C:8]([CH2:7][N:5]([CH3:6])[C:3](=[O:4])[CH2:2][N:35]3[CH2:36][CH2:37][CH2:38][C@@H:33]([OH:32])[CH2:34]3)=[CH:9][C:10]=2[N:11]=1. Given the reactants Br[CH2:2][C:3]([N:5]([CH2:7][C:8]1[S:16][C:15]2[C:14]([N:17]3[CH2:22][CH2:21][O:20][CH2:19][CH2:18]3)=[N:13][C:12]([Cl:23])=[N:11][C:10]=2[CH:9]=1)[CH3:6])=[O:4].CCN(CC)CC.Cl.[OH:32][C@@H:33]1[CH2:38][CH2:37][CH2:36][NH:35][CH2:34]1, predict the reaction product. (2) Given the reactants [F:1][C:2]1[CH:20]=[CH:19][CH:18]=[CH:17][C:3]=1[CH2:4][N:5]1[C:9]2=[N:10][CH:11]=[CH:12][CH:13]=[C:8]2[C:7]([C:14]([NH2:16])=O)=[N:6]1.N1C=CC=CC=1.FC(F)(F)C(OC(=O)C(F)(F)F)=O.O, predict the reaction product. The product is: [C:14]([C:7]1[C:8]2[C:9](=[N:10][CH:11]=[CH:12][CH:13]=2)[N:5]([CH2:4][C:3]2[CH:17]=[CH:18][CH:19]=[CH:20][C:2]=2[F:1])[N:6]=1)#[N:16]. (3) Given the reactants Cl[C:2]1[N:7]=[C:6]([NH:8][C:9]2[N:14]=[CH:13][C:12]3[N:15]=[C:16]([CH2:21][O:22][CH:23]4[CH2:28][CH2:27][CH2:26][CH2:25][O:24]4)[N:17]([CH:18]([CH3:20])[CH3:19])[C:11]=3[CH:10]=2)[CH:5]=[CH:4][N:3]=1.[F:29][C@H:30]1[C@@H:35]([S:36][CH3:37])[CH2:34][CH2:33][NH:32][CH2:31]1.C(N(CC)C(C)C)(C)C, predict the reaction product. The product is: [F:29][C@H:30]1[C@@H:35]([S:36][CH3:37])[CH2:34][CH2:33][N:32]([C:2]2[N:7]=[C:6]([NH:8][C:9]3[N:14]=[CH:13][C:12]4[N:15]=[C:16]([CH2:21][O:22][CH:23]5[CH2:28][CH2:27][CH2:26][CH2:25][O:24]5)[N:17]([CH:18]([CH3:19])[CH3:20])[C:11]=4[CH:10]=3)[CH:5]=[CH:4][N:3]=2)[CH2:31]1. (4) Given the reactants [Cl:1][C:2]1[N:7]=[C:6]([NH2:8])[N:5]=[C:4]2[NH:9][N:10]=[CH:11][C:3]=12.Cl.Cl[CH2:14][C:15]1[C:20]([CH3:21])=[C:19]([O:22][CH3:23])[C:18]([CH3:24])=[CH:17][N:16]=1.C([O-])([O-])=O.[K+].[K+].CN(C=O)C, predict the reaction product. The product is: [Cl:1][C:2]1[N:7]=[C:6]([NH2:8])[N:5]=[C:4]2[N:9]([CH2:14][C:15]3[C:20]([CH3:21])=[C:19]([O:22][CH3:23])[C:18]([CH3:24])=[CH:17][N:16]=3)[N:10]=[CH:11][C:3]=12.